Dataset: NCI-60 drug combinations with 297,098 pairs across 59 cell lines. Task: Regression. Given two drug SMILES strings and cell line genomic features, predict the synergy score measuring deviation from expected non-interaction effect. (1) Drug 1: CC(C1=C(C=CC(=C1Cl)F)Cl)OC2=C(N=CC(=C2)C3=CN(N=C3)C4CCNCC4)N. Drug 2: CC1=C(C(CCC1)(C)C)C=CC(=CC=CC(=CC(=O)O)C)C. Cell line: COLO 205. Synergy scores: CSS=0.414, Synergy_ZIP=2.32, Synergy_Bliss=1.13, Synergy_Loewe=-16.0, Synergy_HSA=-9.48. (2) Drug 1: CN(CCCl)CCCl.Cl. Drug 2: C1CN(P(=O)(OC1)NCCCl)CCCl. Cell line: SN12C. Synergy scores: CSS=21.4, Synergy_ZIP=-4.79, Synergy_Bliss=0.541, Synergy_Loewe=-22.4, Synergy_HSA=-1.42.